Dataset: NCI-60 drug combinations with 297,098 pairs across 59 cell lines. Task: Regression. Given two drug SMILES strings and cell line genomic features, predict the synergy score measuring deviation from expected non-interaction effect. (1) Drug 1: C1=CC(=CC=C1CCC2=CNC3=C2C(=O)NC(=N3)N)C(=O)NC(CCC(=O)O)C(=O)O. Synergy scores: CSS=21.5, Synergy_ZIP=-9.52, Synergy_Bliss=-11.4, Synergy_Loewe=-15.4, Synergy_HSA=-9.34. Drug 2: CC(CN1CC(=O)NC(=O)C1)N2CC(=O)NC(=O)C2. Cell line: NCI-H522. (2) Synergy scores: CSS=58.9, Synergy_ZIP=3.50, Synergy_Bliss=2.95, Synergy_Loewe=-20.1, Synergy_HSA=3.47. Drug 2: CCC1(C2=C(COC1=O)C(=O)N3CC4=CC5=C(C=CC(=C5CN(C)C)O)N=C4C3=C2)O.Cl. Drug 1: CC1=C(C(=CC=C1)Cl)NC(=O)C2=CN=C(S2)NC3=CC(=NC(=N3)C)N4CCN(CC4)CCO. Cell line: SR. (3) Drug 1: C1CC(=O)NC(=O)C1N2CC3=C(C2=O)C=CC=C3N. Drug 2: CCCCC(=O)OCC(=O)C1(CC(C2=C(C1)C(=C3C(=C2O)C(=O)C4=C(C3=O)C=CC=C4OC)O)OC5CC(C(C(O5)C)O)NC(=O)C(F)(F)F)O. Cell line: MOLT-4. Synergy scores: CSS=-11.2, Synergy_ZIP=-0.794, Synergy_Bliss=-16.0, Synergy_Loewe=-27.5, Synergy_HSA=-19.8. (4) Drug 1: CC1=C(C=C(C=C1)NC(=O)C2=CC=C(C=C2)CN3CCN(CC3)C)NC4=NC=CC(=N4)C5=CN=CC=C5. Drug 2: C1CN(P(=O)(OC1)NCCCl)CCCl. Cell line: OVCAR-5. Synergy scores: CSS=3.56, Synergy_ZIP=-1.39, Synergy_Bliss=1.66, Synergy_Loewe=-1.94, Synergy_HSA=-0.327. (5) Drug 1: C1=CC=C(C=C1)NC(=O)CCCCCCC(=O)NO. Drug 2: C1CN(CCN1C(=O)CCBr)C(=O)CCBr. Cell line: SF-539. Synergy scores: CSS=26.3, Synergy_ZIP=-9.53, Synergy_Bliss=-3.51, Synergy_Loewe=-0.413, Synergy_HSA=1.71.